This data is from TCR-epitope binding with 47,182 pairs between 192 epitopes and 23,139 TCRs. The task is: Binary Classification. Given a T-cell receptor sequence (or CDR3 region) and an epitope sequence, predict whether binding occurs between them. The epitope is RISNCVADY. The TCR CDR3 sequence is CASSSTYRGLRSYEQYF. Result: 1 (the TCR binds to the epitope).